This data is from Reaction yield outcomes from USPTO patents with 853,638 reactions. The task is: Predict the reaction yield, written as a fraction of the theoretical maximum amount of product (1.0 means a 100% yield; for example, 0.34 means a 34% yield). (1) The reactants are Br[CH2:2][CH2:3][CH2:4][N:5]1[C:9](=[O:10])[C:8]2=[CH:11][CH:12]=[CH:13][CH:14]=[C:7]2[C:6]1=[O:15].[I-:16].[K+]. The catalyst is CC(C)=O. The product is [I:16][CH2:2][CH2:3][CH2:4][N:5]1[C:9](=[O:10])[C:8]2=[CH:11][CH:12]=[CH:13][CH:14]=[C:7]2[C:6]1=[O:15]. The yield is 0.790. (2) The reactants are N[C:2]1[NH:7][C:6](=[O:8])[NH:5][C:4](=[O:9])[CH:3]=1.N1C=CC(=O)NC1=O.[N:18]([O-])=[O:19].[Na+]. The catalyst is C(O)(=O)C.O. The product is [N:18]([C:3]1[C:4](=[O:9])[NH:5][C:6](=[O:8])[NH:7][CH:2]=1)=[O:19]. The yield is 0.780. (3) The yield is 0.360. The product is [CH3:1][O:2][CH2:3][O:4][C:5]1[CH:6]=[N:7][CH:8]=[CH:9][C:10]=1[CH:16]([OH:18])[CH3:17]. The reactants are [CH3:1][O:2][CH2:3][O:4][C:5]1[CH:6]=[N:7][CH:8]=[CH:9][CH:10]=1.C([Li])(C)(C)C.[CH:16](=[O:18])[CH3:17]. The catalyst is C1COCC1.CCCCC. (4) No catalyst specified. The product is [CH3:23][O:24][C:25](=[O:35])[CH:26]=[C:11]([C:5]1[CH:6]=[CH:7][C:8]([O:9][CH3:10])=[C:3]([O:2][CH3:1])[CH:4]=1)[C:13]1[CH:18]=[C:17]([O:19][CH3:20])[CH:16]=[C:15]([O:21][CH3:22])[CH:14]=1. The yield is 0.250. The reactants are [CH3:1][O:2][C:3]1[CH:4]=[C:5]([C:11]([C:13]2[CH:18]=[C:17]([O:19][CH3:20])[CH:16]=[C:15]([O:21][CH3:22])[CH:14]=2)=O)[CH:6]=[CH:7][C:8]=1[O:9][CH3:10].[CH3:23][O:24][C:25](=[O:35])[CH2:26]P(OCC)(OCC)=O.C[Si]([N-][Si](C)(C)C)(C)C.[Li+].COC1C=C(C(C2C=CC=C(OC)C=2)=CC#N)C=C(OC)C=1. (5) The reactants are C([Li])(CC)C.CCCCCC.C1CCCCC1.[Cl:18][C:19]1[CH:24]=[CH:23][N:22]=[C:21]2[N:25]([Si](C(C)C)(C(C)C)C(C)C)[CH:26]=[CH:27][C:20]=12.CN(C)[CH:40]=[O:41].O1CCOCC1.Cl. The catalyst is O1CCCC1.O. The product is [Cl:18][C:19]1[C:24]([CH:40]=[O:41])=[CH:23][N:22]=[C:21]2[NH:25][CH:26]=[CH:27][C:20]=12. The yield is 0.810. (6) The reactants are [O:1]=[C:2]1[N:10]([CH2:11][CH2:12][CH3:13])[C:9]2[N:8]=[C:7]([C:14]3[CH:15]=[N:16][N:17]([CH2:19][C:20](Cl)=[O:21])[CH:18]=3)[NH:6][C:5]=2[C:4](=[O:23])[N:3]1[CH2:24][CH2:25][CH3:26].[F:27][C:28]([F:42])([F:41])[C:29]1[CH:30]=[C:31]([N:35]2[CH2:40][CH2:39][NH:38][CH2:37][CH2:36]2)[CH:32]=[CH:33][CH:34]=1. The catalyst is C1COCC1. The product is [O:21]=[C:20]([N:38]1[CH2:37][CH2:36][N:35]([C:31]2[CH:32]=[CH:33][CH:34]=[C:29]([C:28]([F:41])([F:42])[F:27])[CH:30]=2)[CH2:40][CH2:39]1)[CH2:19][N:17]1[CH:18]=[C:14]([C:7]2[NH:6][C:5]3[C:4](=[O:23])[N:3]([CH2:24][CH2:25][CH3:26])[C:2](=[O:1])[N:10]([CH2:11][CH2:12][CH3:13])[C:9]=3[N:8]=2)[CH:15]=[N:16]1. The yield is 0.210. (7) The reactants are [CH3:1][NH:2][CH2:3][CH2:4][CH2:5][CH2:6][NH:7][C:8](=[O:14])[O:9][C:10]([CH3:13])([CH3:12])[CH3:11].[S:15](=[O:19])(=[O:18])(N)[NH2:16]. The catalyst is O1CCOCC1.C(OC(C)C)(C)C. The product is [C:10]([O:9][C:8](=[O:14])[NH:7][CH2:6][CH2:5][CH2:4][CH2:3][N:2]([S:15]([NH2:16])(=[O:19])=[O:18])[CH3:1])([CH3:11])([CH3:13])[CH3:12]. The yield is 0.640.